From a dataset of Forward reaction prediction with 1.9M reactions from USPTO patents (1976-2016). Predict the product of the given reaction. (1) Given the reactants C(N(CC)CC)C.[F:8][C:9]1[CH:14]=[C:13]([C:15]([OH:17])=O)[CH:12]=[CH:11][C:10]=1[C:18]1[CH:23]=[CH:22][CH:21]=[CH:20][CH:19]=1.ClC(O[CH2:28][CH:29]([CH3:31])[CH3:30])=O.[OH:32][NH:33][C:34](=[NH:43])C1C=CC(CO)=CC=1.[O:44]1C[CH2:47][CH2:46][CH2:45]1, predict the reaction product. The product is: [OH:32][N:33]=[C:34]([NH:43][C:15]([C:13]1[CH:12]=[CH:11][C:10]([C:18]2[CH:23]=[CH:22][CH:21]=[CH:20][CH:19]=2)=[C:9]([F:8])[CH:14]=1)=[O:17])[C:31]1[CH:47]=[CH:46][C:45]([OH:44])=[CH:28][C:29]=1[CH3:30]. (2) The product is: [CH2:1]([O:3][C:4](=[O:21])[C@H:5]([CH2:13][C:14]1[CH:19]=[CH:18][CH:17]=[C:16]([C:37]2[CH:36]=[CH:35][C:34]3[C:39](=[CH:40][CH:41]=[CH:42][C:33]=3[N:32]([CH2:46][CH2:47][O:48][CH2:49][C:50]3[CH:55]=[CH:54][CH:53]=[CH:52][CH:51]=3)[CH2:31][CH2:30][O:29][CH2:22][C:23]3[CH:24]=[CH:25][CH:26]=[CH:27][CH:28]=3)[CH:38]=2)[CH:15]=1)[NH:6][C:7](=[O:12])[C:8]([F:11])([F:10])[F:9])[CH3:2]. Given the reactants [CH2:1]([O:3][C:4](=[O:21])[C@H:5]([CH2:13][C:14]1[CH:19]=[CH:18][CH:17]=[C:16](O)[CH:15]=1)[NH:6][C:7](=[O:12])[C:8]([F:11])([F:10])[F:9])[CH3:2].[CH2:22]([O:29][CH2:30][CH2:31][N:32]([CH2:46][CH2:47][O:48][CH2:49][C:50]1[CH:55]=[CH:54][CH:53]=[CH:52][CH:51]=1)[C:33]1[CH:42]=[CH:41][CH:40]=[C:39]2[C:34]=1[CH:35]=[CH:36][C:37](B(O)O)=[CH:38]2)[C:23]1[CH:28]=[CH:27][CH:26]=[CH:25][CH:24]=1, predict the reaction product. (3) The product is: [N+:23]([C:26]1[CH:27]=[C:28]([S:32]([NH:1][C:2]2[CH:3]=[C:4]([NH:8][C:9](=[O:15])[O:10][C:11]([CH3:12])([CH3:14])[CH3:13])[CH:5]=[CH:6][CH:7]=2)(=[O:34])=[O:33])[CH:29]=[CH:30][CH:31]=1)([O-:25])=[O:24]. Given the reactants [NH2:1][C:2]1[CH:3]=[C:4]([NH:8][C:9](=[O:15])[O:10][C:11]([CH3:14])([CH3:13])[CH3:12])[CH:5]=[CH:6][CH:7]=1.C(N(CC)CC)C.[N+:23]([C:26]1[CH:27]=[C:28]([S:32](Cl)(=[O:34])=[O:33])[CH:29]=[CH:30][CH:31]=1)([O-:25])=[O:24], predict the reaction product. (4) Given the reactants [CH:1]1([C:6]2[CH:11]=[C:10]([O:12]CC3C=CC=CC=3)[CH:9]=[CH:8][C:7]=2[C:20]2[CH:25]=[CH:24][CH:23]=[C:22]([N:26]3[C:30]([CH3:31])=[CH:29][CH:28]=[C:27]3[CH3:32])[N:21]=2)[CH2:5][CH2:4][CH2:3][CH2:2]1.C([O-])=O.[NH4+], predict the reaction product. The product is: [CH:1]1([C:6]2[CH:11]=[C:10]([OH:12])[CH:9]=[CH:8][C:7]=2[C:20]2[CH:25]=[CH:24][CH:23]=[C:22]([N:26]3[C:27]([CH3:32])=[CH:28][CH:29]=[C:30]3[CH3:31])[N:21]=2)[CH2:2][CH2:3][CH2:4][CH2:5]1. (5) Given the reactants C(=O)([O-])[O-].[Cs+].[Cs+].[C:7]([O:10][C:11]1[CH:12]=[C:13]2[C:18](=[CH:19][CH:20]=1)[N:17]=[CH:16][N:15]=[C:14]2Cl)(=[O:9])[CH3:8].[CH3:22][O:23][C:24]1[N:29]=[C:28]2[S:30][C:31]([NH2:33])=[N:32][C:27]2=[CH:26][CH:25]=1, predict the reaction product. The product is: [C:7]([O:10][C:11]1[CH:12]=[C:13]2[C:18](=[CH:19][CH:20]=1)[N:17]=[CH:16][N:15]=[C:14]2[NH:33][C:31]1[S:30][C:28]2[C:27]([N:32]=1)=[CH:26][CH:25]=[C:24]([O:23][CH3:22])[N:29]=2)(=[O:9])[CH3:8].